This data is from NCI-60 drug combinations with 297,098 pairs across 59 cell lines. The task is: Regression. Given two drug SMILES strings and cell line genomic features, predict the synergy score measuring deviation from expected non-interaction effect. (1) Drug 1: CC1CCC2CC(C(=CC=CC=CC(CC(C(=O)C(C(C(=CC(C(=O)CC(OC(=O)C3CCCCN3C(=O)C(=O)C1(O2)O)C(C)CC4CCC(C(C4)OC)OCCO)C)C)O)OC)C)C)C)OC. Drug 2: CC1=C(C(=O)C2=C(C1=O)N3CC4C(C3(C2COC(=O)N)OC)N4)N. Cell line: DU-145. Synergy scores: CSS=37.0, Synergy_ZIP=6.27, Synergy_Bliss=3.79, Synergy_Loewe=-4.84, Synergy_HSA=3.63. (2) Drug 1: CCCS(=O)(=O)NC1=C(C(=C(C=C1)F)C(=O)C2=CNC3=C2C=C(C=N3)C4=CC=C(C=C4)Cl)F. Drug 2: C1=NC2=C(N=C(N=C2N1C3C(C(C(O3)CO)O)O)F)N. Cell line: SN12C. Synergy scores: CSS=2.04, Synergy_ZIP=-3.38, Synergy_Bliss=-1.23, Synergy_Loewe=-16.1, Synergy_HSA=-4.39. (3) Drug 1: CS(=O)(=O)C1=CC(=C(C=C1)C(=O)NC2=CC(=C(C=C2)Cl)C3=CC=CC=N3)Cl. Drug 2: CC1C(C(CC(O1)OC2CC(CC3=C2C(=C4C(=C3O)C(=O)C5=C(C4=O)C(=CC=C5)OC)O)(C(=O)C)O)N)O.Cl. Cell line: SK-MEL-2. Synergy scores: CSS=31.0, Synergy_ZIP=20.5, Synergy_Bliss=23.9, Synergy_Loewe=1.84, Synergy_HSA=19.3. (4) Drug 1: C1CC(=O)NC(=O)C1N2CC3=C(C2=O)C=CC=C3N. Drug 2: CC1C(C(=O)NC(C(=O)N2CCCC2C(=O)N(CC(=O)N(C(C(=O)O1)C(C)C)C)C)C(C)C)NC(=O)C3=C4C(=C(C=C3)C)OC5=C(C(=O)C(=C(C5=N4)C(=O)NC6C(OC(=O)C(N(C(=O)CN(C(=O)C7CCCN7C(=O)C(NC6=O)C(C)C)C)C)C(C)C)C)N)C. Cell line: HOP-92. Synergy scores: CSS=11.0, Synergy_ZIP=3.87, Synergy_Bliss=10.4, Synergy_Loewe=10.8, Synergy_HSA=10.8. (5) Synergy scores: CSS=32.7, Synergy_ZIP=-1.47, Synergy_Bliss=0.247, Synergy_Loewe=2.41, Synergy_HSA=3.77. Cell line: U251. Drug 1: COC1=C(C=C2C(=C1)N=CN=C2NC3=CC(=C(C=C3)F)Cl)OCCCN4CCOCC4. Drug 2: C1=C(C(=O)NC(=O)N1)N(CCCl)CCCl. (6) Drug 1: CCCCCOC(=O)NC1=NC(=O)N(C=C1F)C2C(C(C(O2)C)O)O. Drug 2: C(CCl)NC(=O)N(CCCl)N=O. Cell line: SN12C. Synergy scores: CSS=2.97, Synergy_ZIP=3.98, Synergy_Bliss=-1.68, Synergy_Loewe=-5.41, Synergy_HSA=-3.09. (7) Drug 1: CC1OCC2C(O1)C(C(C(O2)OC3C4COC(=O)C4C(C5=CC6=C(C=C35)OCO6)C7=CC(=C(C(=C7)OC)O)OC)O)O. Drug 2: CC(C)NC(=O)C1=CC=C(C=C1)CNNC.Cl. Cell line: SK-MEL-5. Synergy scores: CSS=18.9, Synergy_ZIP=-1.16, Synergy_Bliss=3.47, Synergy_Loewe=-15.1, Synergy_HSA=0.425.